The task is: Predict the reactants needed to synthesize the given product.. This data is from Full USPTO retrosynthesis dataset with 1.9M reactions from patents (1976-2016). (1) Given the product [F:19][C:20]1[CH:21]=[CH:22][C:23]([C:26]2[N:37]=[CH:38][N:7]([CH:4]3[CH2:5][CH2:6][O:1][CH2:2][CH2:3]3)[CH:8]=2)=[CH:24][CH:25]=1, predict the reactants needed to synthesize it. The reactants are: [O:1]1[CH2:6][CH2:5][CH:4]([NH2:7])[CH2:3][CH2:2]1.[C:8](O)(=O)C=O.C([O-])([O-])=O.[K+].[K+].[F:19][C:20]1[CH:25]=[CH:24][C:23]([CH:26]([N+:37]#[C-:38])S(C2C=CC(C)=CC=2)(=O)=O)=[CH:22][CH:21]=1. (2) Given the product [CH3:1][O:2][C:3]([C@H:5]1[C@@H:10]([C:11]2[CH:12]=[CH:13][C:14]([OH:17])=[CH:15][CH:16]=2)[CH2:9][CH2:8][O:7][CH2:6]1)=[O:4], predict the reactants needed to synthesize it. The reactants are: [CH3:1][O:2][C:3]([C:5]1[CH2:6][O:7][CH2:8][CH2:9][C:10]=1[C:11]1[CH:16]=[CH:15][C:14]([O:17]CC2C=CC=CC=2)=[CH:13][CH:12]=1)=[O:4].